From a dataset of Peptide-MHC class I binding affinity with 185,985 pairs from IEDB/IMGT. Regression. Given a peptide amino acid sequence and an MHC pseudo amino acid sequence, predict their binding affinity value. This is MHC class I binding data. (1) The peptide sequence is KVFFGPIYY. The MHC is HLA-A68:02 with pseudo-sequence HLA-A68:02. The binding affinity (normalized) is 0.0847. (2) The MHC is HLA-A02:12 with pseudo-sequence HLA-A02:12. The peptide sequence is DEFVADIPS. The binding affinity (normalized) is 0.0847. (3) The peptide sequence is LPLLPIFFCL. The MHC is Patr-B1301 with pseudo-sequence Patr-B1301. The binding affinity (normalized) is 0.737.